Predict the reaction yield, written as a fraction of the theoretical maximum amount of product (1.0 means a 100% yield; for example, 0.34 means a 34% yield). From a dataset of Buchwald-Hartwig C-N cross coupling reaction yields with 55,370 reactions. (1) The reactants are CCc1ccc(Br)cc1.Cc1ccc(N)cc1.O=S(=O)(O[Pd]1c2ccccc2-c2ccccc2N~1)C(F)(F)F.COc1ccc(OC)c(P(C(C)(C)C)C(C)(C)C)c1-c1c(C(C)C)cc(C(C)C)cc1C(C)C.CN(C)C(=NC(C)(C)C)N(C)C.Fc1cccc(F)c1-c1ccno1. No catalyst specified. The product is CCc1ccc(Nc2ccc(C)cc2)cc1. The yield is 0.250. (2) The reactants are Clc1cccnc1.Cc1ccc(N)cc1.O=S(=O)(O[Pd]1c2ccccc2-c2ccccc2N~1)C(F)(F)F.CC(C)c1cc(C(C)C)c(-c2ccccc2P(C(C)(C)C)C(C)(C)C)c(C(C)C)c1.CN(C)C(=NC(C)(C)C)N(C)C.Cc1ccon1. No catalyst specified. The product is Cc1ccc(Nc2cccnc2)cc1. The yield is 0.308. (3) The reactants are Ic1cccnc1.Cc1ccc(N)cc1.O=S(=O)(O[Pd]1c2ccccc2-c2ccccc2N~1)C(F)(F)F.COc1ccc(OC)c(P([C@]23C[C@H]4C[C@H](C[C@H](C4)C2)C3)[C@]23C[C@H]4C[C@H](C[C@H](C4)C2)C3)c1-c1c(C(C)C)cc(C(C)C)cc1C(C)C.CN1CCCN2CCCN=C12.c1ccc(-c2cnoc2)cc1. No catalyst specified. The product is Cc1ccc(Nc2cccnc2)cc1. The yield is 0.844. (4) The reactants are CCc1ccc(I)cc1.Cc1ccc(N)cc1.O=S(=O)(O[Pd]1c2ccccc2-c2ccccc2N~1)C(F)(F)F.COc1ccc(OC)c(P(C(C)(C)C)C(C)(C)C)c1-c1c(C(C)C)cc(C(C)C)cc1C(C)C.CCN=P(N=P(N(C)C)(N(C)C)N(C)C)(N(C)C)N(C)C.Fc1cccc(F)c1-c1ccno1. No catalyst specified. The yield is 0.265. The product is CCc1ccc(Nc2ccc(C)cc2)cc1. (5) The reactants are COc1ccc(Br)cc1.Cc1ccc(N)cc1.O=S(=O)(O[Pd]1c2ccccc2-c2ccccc2N~1)C(F)(F)F.CC(C)c1cc(C(C)C)c(-c2ccccc2P(C2CCCCC2)C2CCCCC2)c(C(C)C)c1.CCN=P(N=P(N(C)C)(N(C)C)N(C)C)(N(C)C)N(C)C.CCOC(=O)c1cnoc1. No catalyst specified. The product is COc1ccc(Nc2ccc(C)cc2)cc1. The yield is 0.